From a dataset of Cav3 T-type calcium channel HTS with 100,875 compounds. Binary Classification. Given a drug SMILES string, predict its activity (active/inactive) in a high-throughput screening assay against a specified biological target. (1) The compound is Clc1c(n(nc1C)Cc1oc(cc1)C(OC)=O)C. The result is 0 (inactive). (2) The molecule is S(=O)(=O)(c1cc(N)ccc1)c1ccc(N)cc1. The result is 0 (inactive). (3) The molecule is O1C(COc2c1cccc2)C(=O)Nc1cc(cc(c1)C(OC)=O)C(OC)=O. The result is 0 (inactive). (4) The compound is OC(C(CN(C)C)c1ccccc1)(CCC)c1ccc(OC)cc1. The result is 0 (inactive).